From a dataset of Reaction yield outcomes from USPTO patents with 853,638 reactions. Predict the reaction yield, written as a fraction of the theoretical maximum amount of product (1.0 means a 100% yield; for example, 0.34 means a 34% yield). (1) The reactants are CO[C:3]([C:5]1[S:9][C:8]([N:10]2[CH2:15][CH2:14][N:13]([S:16]([C:19]3[C:28]4[C:23](=[C:24]([N:29]([CH3:31])[CH3:30])[CH:25]=[CH:26][CH:27]=4)[CH:22]=[CH:21][CH:20]=3)(=[O:18])=[O:17])[CH2:12][CH2:11]2)=[N:7][CH:6]=1)=[O:4].Cl.[NH2:33][OH:34].C[O-].[Na+].CO.Cl. The catalyst is O1CCOCC1. The product is [OH:34][NH:33][C:3]([C:5]1[S:9][C:8]([N:10]2[CH2:15][CH2:14][N:13]([S:16]([C:19]3[C:28]4[C:23](=[C:24]([N:29]([CH3:30])[CH3:31])[CH:25]=[CH:26][CH:27]=4)[CH:22]=[CH:21][CH:20]=3)(=[O:18])=[O:17])[CH2:12][CH2:11]2)=[N:7][CH:6]=1)=[O:4]. The yield is 0.0800. (2) The reactants are [F:1][C:2]1[CH:7]=[C:6]([F:8])[CH:5]=[CH:4][C:3]=1[C@@:9]1([CH2:13][N:14]2[CH:18]=[N:17][CH:16]=[N:15]2)[C@H:11]([CH3:12])[O:10]1.[N:19]1[CH:24]=[CH:23][CH:22]=[CH:21][C:20]=1[C:25]1[CH2:26][CH2:27][NH:28][CH2:29][CH:30]=1.O.O.O.Cl([O-])(=O)(=O)=O.[Li+]. The catalyst is C(#N)C. The product is [F:1][C:2]1[CH:7]=[C:6]([F:8])[CH:5]=[CH:4][C:3]=1[C@:9]([OH:10])([C@H:11]([N:28]1[CH2:29][CH:30]=[C:25]([C:20]2[CH:21]=[CH:22][CH:23]=[CH:24][N:19]=2)[CH2:26][CH2:27]1)[CH3:12])[CH2:13][N:14]1[CH:18]=[N:17][CH:16]=[N:15]1. The yield is 0.496. (3) The reactants are [NH2:1][CH2:2][CH2:3][O:4][C:5]1[CH:10]=[CH:9][C:8]([NH:11][C:12](=[O:21])[C:13]2[CH:18]=[CH:17][CH:16]=[C:15]([O:19][CH3:20])[CH:14]=2)=[CH:7][C:6]=1[C:22]1[N:26]([CH3:27])[N:25]=[CH:24][CH:23]=1.C(N(CC)C(C)C)(C)C.Cl[C:38]([O:40][CH2:41][CH2:42][Cl:43])=[O:39]. No catalyst specified. The product is [Cl:43][CH2:42][CH2:41][O:40][C:38](=[O:39])[NH:1][CH2:2][CH2:3][O:4][C:5]1[CH:10]=[CH:9][C:8]([NH:11][C:12](=[O:21])[C:13]2[CH:18]=[CH:17][CH:16]=[C:15]([O:19][CH3:20])[CH:14]=2)=[CH:7][C:6]=1[C:22]1[N:26]([CH3:27])[N:25]=[CH:24][CH:23]=1. The yield is 0.380. (4) The reactants are [CH2:1]([O:3][C:4]1[CH:5]=[C:6]([CH:12]([NH2:18])[CH2:13][S:14]([CH3:17])(=[O:16])=[O:15])[CH:7]=[CH:8][C:9]=1[O:10][CH3:11])[CH3:2].[C:19]([NH:22][C@H:23]([C:28]([OH:30])=[O:29])[CH2:24][CH:25]([CH3:27])[CH3:26])(=[O:21])[CH3:20]. The catalyst is CO. The product is [C:19]([NH:22][C@H:23]([C:28]([OH:30])=[O:29])[CH2:24][CH:25]([CH3:26])[CH3:27])(=[O:21])[CH3:20].[CH2:1]([O:3][C:4]1[CH:5]=[C:6]([C@H:12]([NH2:18])[CH2:13][S:14]([CH3:17])(=[O:16])=[O:15])[CH:7]=[CH:8][C:9]=1[O:10][CH3:11])[CH3:2]. The yield is 0.900. (5) The reactants are [CH:1]1([C:4]2[CH:5]=[C:6]([NH2:15])[N:7]([C:9]3[CH:14]=[CH:13][CH:12]=[CH:11][CH:10]=3)[N:8]=2)[CH2:3][CH2:2]1.[CH2:16]([O:18][C:19]1[CH:24]=[CH:23][C:22]([N:25]=[C:26]=[O:27])=[CH:21][CH:20]=1)[CH3:17]. The catalyst is ClCCl. The product is [CH:1]1([C:4]2[CH:5]=[C:6]([NH:15][C:26]([NH:25][C:22]3[CH:23]=[CH:24][C:19]([O:18][CH2:16][CH3:17])=[CH:20][CH:21]=3)=[O:27])[N:7]([C:9]3[CH:10]=[CH:11][CH:12]=[CH:13][CH:14]=3)[N:8]=2)[CH2:3][CH2:2]1. The yield is 0.750.